Dataset: Full USPTO retrosynthesis dataset with 1.9M reactions from patents (1976-2016). Task: Predict the reactants needed to synthesize the given product. (1) Given the product [C:1]([O:5][C:6](=[O:35])[NH:7][CH2:8][CH2:9][CH2:10][N:11]1[C:20]2[CH:19]=[CH:18][C:17]([NH2:21])=[CH:16][C:15]=2[C:14]2=[N:24][N:25]([CH:28]3[CH2:33][CH2:32][CH2:31][CH2:30][O:29]3)[C:26]([CH3:27])=[C:13]2[C:12]1=[O:34])([CH3:4])([CH3:2])[CH3:3], predict the reactants needed to synthesize it. The reactants are: [C:1]([O:5][C:6](=[O:35])[NH:7][CH2:8][CH2:9][CH2:10][N:11]1[C:20]2[CH:19]=[CH:18][C:17]([N+:21]([O-])=O)=[CH:16][C:15]=2[C:14]2=[N:24][N:25]([CH:28]3[CH2:33][CH2:32][CH2:31][CH2:30][O:29]3)[C:26]([CH3:27])=[C:13]2[C:12]1=[O:34])([CH3:4])([CH3:3])[CH3:2]. (2) Given the product [CH2:31]([O:30][C:29](=[O:36])[NH:22][C:19]1[S:20][CH:21]=[C:17]([CH2:16][O:15][N:14]=[C:7]([C:6]2[O:5][CH:4]=[N:3][C:2]=2[CH3:1])[C:8]2[CH:9]=[CH:10][CH:11]=[CH:12][CH:13]=2)[N:18]=1)[CH2:32][CH2:33][CH2:34][CH3:35], predict the reactants needed to synthesize it. The reactants are: [CH3:1][C:2]1[N:3]=[CH:4][O:5][C:6]=1[C:7](=[N:14][O:15][CH2:16][C:17]1[N:18]=[C:19]([NH2:22])[S:20][CH:21]=1)[C:8]1[CH:13]=[CH:12][CH:11]=[CH:10][CH:9]=1.N1C=CC=CC=1.[C:29](Cl)(=[O:36])[O:30][CH2:31][CH2:32][CH2:33][CH2:34][CH3:35].